This data is from Experimentally validated miRNA-target interactions with 360,000+ pairs, plus equal number of negative samples. The task is: Binary Classification. Given a miRNA mature sequence and a target amino acid sequence, predict their likelihood of interaction. (1) The miRNA is mmu-miR-203-3p with sequence GUGAAAUGUUUAGGACCACUAG. The protein sequence of the target gene is MQASPIRIPTVSNDIDWDFCFHMSQQTEIPAHQQTDELYPTGGCGESEEETKAKEKEKAIDCMSHPKEKLAQSQKKVAQLIKEKMNTQANKELIRCVILSRIIFGDHHWKCARALANLAYGYLTLRGLPVQAKKHATSAKNTLLTWKANTTSNKEKEEILEALVKLYYTLGVAWLLQNRGREAYFNLQKAERNMKELKELYKGGVCELQVSENDLTLALGRASLAIHRLNLALAYFEKAIGDVIAAKGDRTSDLISLYEEAAQIEQLRRNHNQAIQYLQQAHSVCVSLFTEVSPKTAEMS.... Result: 0 (no interaction). (2) The miRNA is hsa-miR-4485-3p with sequence UAACGGCCGCGGUACCCUAA. The protein sequence of the target gene is MARSNLPLALGLALVAFCLLALPRDARARPQERMVGELRDLSPDDPQVQKAAQAAVASYNMGSNSIYYFRDTHIIKAQSQLVAGIKYFLTMEMGSTDCRKTRVTGDHVDLTTCPLAAGAQQEKLRCDFEVLVVPWQNSSQLLKHNCVQM. Result: 0 (no interaction). (3) The miRNA is hsa-miR-6720-3p with sequence CGCGCCUGCAGGAACUGGUAGA. The protein sequence of the target gene is MEIVWEVLFLLQANFIVCISAQQNSPKIHEGWWAYKEVVQGSFVPVPSFWGLVNSAWNLCSVGKRQSPVNIETSHMIFDPFLTPLRINTGGRKVSGTMYNTGRHVSLRLDKEHLVNISGGPMTYSHRLEEIRLHFGSEDSQGSEHLLNGQAFSGEVQLIHYNHELYTNVTEAAKSPNGLVVVSIFIKVSDSSNPFLNRMLNRDTITRITYKNDAYLLQGLNIEELYPETSSFITYDGSMTIPPCYETASWIIMNKPVYITRMQMHSLRLLSQNQPSQIFLSMSDNFRPVQPLNNRCIRTN.... Result: 0 (no interaction).